Dataset: NCI-60 drug combinations with 297,098 pairs across 59 cell lines. Task: Regression. Given two drug SMILES strings and cell line genomic features, predict the synergy score measuring deviation from expected non-interaction effect. (1) Drug 1: CC1=C(C(=CC=C1)Cl)NC(=O)C2=CN=C(S2)NC3=CC(=NC(=N3)C)N4CCN(CC4)CCO. Drug 2: CC1C(C(CC(O1)OC2CC(CC3=C2C(=C4C(=C3O)C(=O)C5=C(C4=O)C(=CC=C5)OC)O)(C(=O)CO)O)N)O.Cl. Cell line: BT-549. Synergy scores: CSS=33.6, Synergy_ZIP=-1.18, Synergy_Bliss=0.400, Synergy_Loewe=-4.87, Synergy_HSA=-0.394. (2) Drug 1: CCC1(CC2CC(C3=C(CCN(C2)C1)C4=CC=CC=C4N3)(C5=C(C=C6C(=C5)C78CCN9C7C(C=CC9)(C(C(C8N6C=O)(C(=O)OC)O)OC(=O)C)CC)OC)C(=O)OC)O.OS(=O)(=O)O. Drug 2: C(CN)CNCCSP(=O)(O)O. Cell line: IGROV1. Synergy scores: CSS=10.8, Synergy_ZIP=3.67, Synergy_Bliss=6.41, Synergy_Loewe=2.61, Synergy_HSA=2.66. (3) Drug 1: C1CC(C1)(C(=O)O)C(=O)O.[NH2-].[NH2-].[Pt+2]. Drug 2: CC1=C(C(=O)C2=C(C1=O)N3CC4C(C3(C2COC(=O)N)OC)N4)N. Cell line: HL-60(TB). Synergy scores: CSS=57.3, Synergy_ZIP=1.61, Synergy_Bliss=0.512, Synergy_Loewe=-16.7, Synergy_HSA=0.975. (4) Cell line: MDA-MB-435. Synergy scores: CSS=16.9, Synergy_ZIP=-3.81, Synergy_Bliss=0.140, Synergy_Loewe=1.70, Synergy_HSA=1.96. Drug 2: N.N.Cl[Pt+2]Cl. Drug 1: CN(C(=O)NC(C=O)C(C(C(CO)O)O)O)N=O. (5) Drug 1: CS(=O)(=O)CCNCC1=CC=C(O1)C2=CC3=C(C=C2)N=CN=C3NC4=CC(=C(C=C4)OCC5=CC(=CC=C5)F)Cl. Cell line: RPMI-8226. Synergy scores: CSS=19.8, Synergy_ZIP=-6.86, Synergy_Bliss=-4.27, Synergy_Loewe=-0.795, Synergy_HSA=-0.932. Drug 2: C(CC(=O)O)C(=O)CN.Cl. (6) Drug 1: C1CC(C1)(C(=O)O)C(=O)O.[NH2-].[NH2-].[Pt+2]. Drug 2: C1=CN(C=N1)CC(O)(P(=O)(O)O)P(=O)(O)O. Cell line: HS 578T. Synergy scores: CSS=2.90, Synergy_ZIP=-0.864, Synergy_Bliss=0.916, Synergy_Loewe=-0.624, Synergy_HSA=-0.382.